This data is from Reaction yield outcomes from USPTO patents with 853,638 reactions. The task is: Predict the reaction yield, written as a fraction of the theoretical maximum amount of product (1.0 means a 100% yield; for example, 0.34 means a 34% yield). (1) The reactants are [CH:1]([O:4][C:5]1[CH:12]=[CH:11][C:10](B2OC(C)(C)C(C)(C)O2)=[CH:9][C:6]=1[C:7]#[N:8])([CH3:3])[CH3:2].[Br:22][C:23]1[N:27]=[C:26](Cl)[S:25][N:24]=1.N#N. The catalyst is COCCOC.O.C1C=CC([P]([Pd]([P](C2C=CC=CC=2)(C2C=CC=CC=2)C2C=CC=CC=2)([P](C2C=CC=CC=2)(C2C=CC=CC=2)C2C=CC=CC=2)[P](C2C=CC=CC=2)(C2C=CC=CC=2)C2C=CC=CC=2)(C2C=CC=CC=2)C2C=CC=CC=2)=CC=1. The product is [Br:22][C:23]1[N:27]=[C:26]([C:10]2[CH:11]=[CH:12][C:5]([O:4][CH:1]([CH3:2])[CH3:3])=[C:6]([CH:9]=2)[C:7]#[N:8])[S:25][N:24]=1. The yield is 0.350. (2) The reactants are [CH3:1][O:2][C:3]1[CH:8]=[CH:7]C(CNC2C3C(=CC=CC=3)N=C(CC#N)N=2)=[CH:5][CH:4]=1.Cl.ClCC1[N:36]=[C:35]([N:37]([C:39]2[CH:44]=[CH:43][C:42](OC)=[CH:41][CH:40]=2)C)[C:34]2[C:29](=CC=C[CH:33]=2)[N:28]=1.[C:47]([O-])([O-])=O.[Na+].[Na+].[C-]#N.[Na+].[CH3:56][N:57]([CH:59]=O)[CH3:58]. The catalyst is CCOC(C)=O. The product is [CH3:1][O:2][C:3]1[CH:8]=[CH:7][C:59]([N:57]([CH3:56])[C:58]2[C:40]3[C:39](=[CH:44][CH:43]=[CH:42][CH:41]=3)[N:37]=[C:35]([C:34]([CH3:33])([CH3:47])[C:29]#[N:28])[N:36]=2)=[CH:5][CH:4]=1. The yield is 0.360.